From a dataset of Full USPTO retrosynthesis dataset with 1.9M reactions from patents (1976-2016). Predict the reactants needed to synthesize the given product. (1) Given the product [Cl:13][C:14]1[CH:15]=[C:16]([NH:17][C:4]2[C:5]3[C:10](=[CH:9][CH:8]=[CH:7][CH:6]=3)[N:1]=[C:2]([OH:12])[CH:3]=2)[CH:18]=[CH:19][C:20]=1[Cl:21], predict the reactants needed to synthesize it. The reactants are: [N:1]1[C:10]2[C:5](=[CH:6][CH:7]=[CH:8][CH:9]=2)[C:4](O)=[CH:3][C:2]=1[OH:12].[Cl:13][C:14]1[CH:15]=[C:16]([CH:18]=[CH:19][C:20]=1[Cl:21])[NH2:17]. (2) The reactants are: [CH2:1]([CH:3]([C:6]1[C:7]2[N:8]([CH:13]=[C:14]([C:16]([F:19])([F:18])[F:17])[N:15]=2)[N:9]=[C:10]([CH3:12])[CH:11]=1)[CH2:4][CH3:5])[CH3:2].Br[C:21]1[S:22][CH:23]=[CH:24][C:25]=1[CH3:26].C([O-])([O-])=O.[Cs+].[Cs+].C1C=CC(P(C2C=CC=CC=2)C2C=CC=CC=2)=CC=1. Given the product [CH2:1]([CH:3]([C:6]1[C:7]2[N:8]([C:13]([C:21]3[S:22][CH:23]=[CH:24][C:25]=3[CH3:26])=[C:14]([C:16]([F:18])([F:19])[F:17])[N:15]=2)[N:9]=[C:10]([CH3:12])[CH:11]=1)[CH2:4][CH3:5])[CH3:2], predict the reactants needed to synthesize it. (3) Given the product [N:1]1([CH2:6][CH2:7][CH2:8][NH:9][C:10]([C:12]2[C:20]3[N:19]=[C:18]([C:21]4[S:22][CH:23]=[CH:24][CH:25]=4)[NH:17][C:16]=3[C:15]([OH:26])=[CH:14][CH:13]=2)=[O:11])[CH:5]=[CH:4][N:3]=[CH:2]1, predict the reactants needed to synthesize it. The reactants are: [N:1]1([CH2:6][CH2:7][CH2:8][NH:9][C:10]([C:12]2[C:20]3[N:19]=[C:18]([C:21]4[S:22][CH:23]=[CH:24][CH:25]=4)[NH:17][C:16]=3[C:15]([O:26]C)=[CH:14][CH:13]=2)=[O:11])[CH:5]=[CH:4][N:3]=[CH:2]1.B(Br)(Br)Br. (4) Given the product [C:13]1([C:7]2[CH:6]=[C:5]3[C:10]([CH:11]=[CH:12][C:3]([OH:2])=[CH:4]3)=[CH:9][CH:8]=2)[CH:18]=[CH:17][CH:16]=[CH:15][CH:14]=1, predict the reactants needed to synthesize it. The reactants are: C[O:2][C:3]1[CH:12]=[CH:11][C:10]2[C:5](=[CH:6][C:7]([C:13]3[CH:18]=[CH:17][CH:16]=[CH:15][CH:14]=3)=[CH:8][CH:9]=2)[CH:4]=1.Cl.[NH+]1C=CC=CC=1. (5) Given the product [C:1]([O:5][C:6]([N:8]1[CH2:13][CH2:12][CH:11]([NH:41][C:43]([C:35]2[C:34]([NH:36][C:17](=[O:19])[C:16]3[C:20]([O:24][CH3:25])=[CH:21][CH:22]=[CH:23][C:15]=3[Cl:14])=[CH:33][NH:38][N:37]=2)=[O:44])[CH2:10][CH2:9]1)=[O:7])([CH3:4])([CH3:2])[CH3:3], predict the reactants needed to synthesize it. The reactants are: [C:1]([O:5][C:6]([N:8]1[CH2:13][CH2:12][CH2:11][CH2:10][CH2:9]1)=[O:7])([CH3:4])([CH3:3])[CH3:2].[Cl:14][C:15]1[CH:23]=[CH:22][CH:21]=[C:20]([O:24][CH3:25])[C:16]=1[C:17]([OH:19])=O.C(Cl)CCl.C1C=C[C:33]2[N:38](O)[N:37]=[N:36][C:34]=2[CH:35]=1.C[N:41]([CH:43]=[O:44])C. (6) The reactants are: [CH2:1]([O:8][C:9]([NH:11][C:12]1([C:20]2[NH:21][C:22](=O)[C:23]([OH:31])=[C:24]([C:26]([O:28][CH2:29][CH3:30])=[O:27])[N:25]=2)[CH2:17][CH2:16][CH:15]([CH2:18][OH:19])[CH2:14][CH2:13]1)=[O:10])[C:2]1[CH:7]=[CH:6][CH:5]=[CH:4][CH:3]=1.[CH3:33][S:34](Cl)(=[O:36])=[O:35].C(N(CC)CC)C.C([O-])([O-])=O.[K+].[K+]. Given the product [CH2:1]([O:8][C:9]([NH:11][C:12]1([C:20]2[NH:21][CH2:22][C:23]([O:31][S:34]([CH3:33])(=[O:36])=[O:35])=[C:24]([C:26]([O:28][CH2:29][CH3:30])=[O:27])[N:25]=2)[CH2:17][CH2:16][CH:15]([CH2:18][O:19][S:34]([CH3:33])(=[O:36])=[O:35])[CH2:14][CH2:13]1)=[O:10])[C:2]1[CH:7]=[CH:6][CH:5]=[CH:4][CH:3]=1, predict the reactants needed to synthesize it. (7) Given the product [CH3:14][O:13][C:11]1[CH:12]=[C:4]2[C:5](=[CH:9][C:10]=1[O:15][CH2:16][CH2:17][O:18][CH3:19])[C:6]([OH:7])=[N:2][C:1]([NH:20][C:21]1[CH:25]=[C:24]([CH3:26])[NH:23][N:22]=1)=[CH:3]2, predict the reactants needed to synthesize it. The reactants are: [C:1]([CH2:3][C:4]1[CH:12]=[C:11]([O:13][CH3:14])[C:10]([O:15][CH2:16][CH2:17][O:18][CH3:19])=[CH:9][C:5]=1[C:6](O)=[O:7])#[N:2].[NH2:20][C:21]1[CH:25]=[C:24]([CH3:26])[NH:23][N:22]=1.